Dataset: Reaction yield outcomes from USPTO patents with 853,638 reactions. Task: Predict the reaction yield, written as a fraction of the theoretical maximum amount of product (1.0 means a 100% yield; for example, 0.34 means a 34% yield). (1) The reactants are [F:1][C:2]1[CH:7]=[CH:6][CH:5]=[C:4]([F:8])[C:3]=1[NH:9][C:10]([C:12]1[CH:16]=[C:15]([C:17]2[CH:22]=[CH:21][CH:20]=[CH:19][C:18]=2[O:23][CH3:24])[N:14]([CH3:25])[N:13]=1)=[O:11].[F:26]C1C=CC(OC)=C(C2N(C)N=C(C(O)=O)C=2)C=1. No catalyst specified. The product is [F:1][C:2]1[CH:7]=[CH:6][CH:5]=[C:4]([F:8])[C:3]=1[NH2:9].[F:8][C:4]1[CH:5]=[CH:6][CH:7]=[C:2]([F:1])[C:3]=1[NH:9][C:10]([C:12]1[CH:16]=[C:15]([C:17]2[CH:22]=[C:21]([F:26])[CH:20]=[CH:19][C:18]=2[O:23][CH3:24])[N:14]([CH3:25])[N:13]=1)=[O:11]. The yield is 0.220. (2) The reactants are [CH3:1][C@H:2]1[CH2:7][N:6]2[C:8]([C:11]3[CH:16]=[N:15][CH:14]=[CH:13][N:12]=3)=[N:9][N:10]=[C:5]2[C:4](=[O:17])[N:3]1C(OC(C)(C)C)=O.FC(F)(F)C(O)=O. The catalyst is C(Cl)Cl. The product is [CH3:1][C@H:2]1[CH2:7][N:6]2[C:8]([C:11]3[CH:16]=[N:15][CH:14]=[CH:13][N:12]=3)=[N:9][N:10]=[C:5]2[C:4](=[O:17])[NH:3]1. The yield is 0.640. (3) The catalyst is C1COCC1.O. The reactants are O.[OH-].[Li+].[CH3:4][C:5]([C@H:8]1[CH2:13][CH2:12][C@H:11]([C@H:14]([NH:19][C:20]([C:22]2[C:31]([NH:32][C:33]([NH:35][C:36]3[C:41]([Cl:42])=[CH:40][C:39]([Cl:43])=[CH:38][C:37]=3[Cl:44])=[O:34])=[CH:30][C:29]3[C:24](=[CH:25][CH:26]=[CH:27][CH:28]=3)[CH:23]=2)=[O:21])[C:15]([O:17]C)=[O:16])[CH2:10][CH2:9]1)([CH3:7])[CH3:6].CO.Cl. The yield is 0.930. The product is [CH3:7][C:5]([C@H:8]1[CH2:9][CH2:10][C@H:11]([C@H:14]([NH:19][C:20]([C:22]2[C:31]([NH:32][C:33]([NH:35][C:36]3[C:37]([Cl:44])=[CH:38][C:39]([Cl:43])=[CH:40][C:41]=3[Cl:42])=[O:34])=[CH:30][C:29]3[C:24](=[CH:25][CH:26]=[CH:27][CH:28]=3)[CH:23]=2)=[O:21])[C:15]([OH:17])=[O:16])[CH2:12][CH2:13]1)([CH3:4])[CH3:6]. (4) The reactants are Br[C:2]1[C:3]2[C:8]([CH:9]=[C:10]3[C:15]=1[CH:14]=[CH:13][CH:12]=[CH:11]3)=[CH:7][CH:6]=[CH:5][CH:4]=2.B(O)O.C(=O)([O-])[O-].[Na+].[Na+]. The catalyst is C1C=CC([P]([Pd]([P](C2C=CC=CC=2)(C2C=CC=CC=2)C2C=CC=CC=2)([P](C2C=CC=CC=2)(C2C=CC=CC=2)C2C=CC=CC=2)[P](C2C=CC=CC=2)(C2C=CC=CC=2)C2C=CC=CC=2)(C2C=CC=CC=2)C2C=CC=CC=2)=CC=1.C1(C)C=CC=CC=1. The product is [CH:4]1[C:3]2[C:2](=[CH:15][CH:10]=[CH:9][CH:8]=2)[CH:6]=[CH:5][C:4]=1[C:3]1[C:2]2[C:11]([CH:10]=[C:9]3[C:8]=1[CH:7]=[CH:7][CH:6]=[CH:5]3)=[CH:12][CH:13]=[CH:14][CH:15]=2. The yield is 0.870. (5) The reactants are ClC1C=C([C:9](=[O:17])[CH2:10][C:11]2[CH:16]=[CH:15][CH:14]=[CH:13][CH:12]=2)C=C(Cl)C=1.Br[C:19]1[CH:24]=[CH:23][C:22]([Cl:25])=[C:21]([F:26])[CH:20]=1. No catalyst specified. The product is [Cl:25][C:22]1[CH:23]=[CH:24][C:19]([C:9](=[O:17])[CH2:10][C:11]2[CH:16]=[CH:15][CH:14]=[CH:13][CH:12]=2)=[CH:20][C:21]=1[F:26]. The yield is 0.182. (6) The reactants are Br[C:2]1[CH:3]=[CH:4][C:5]2[C:11]3[S:12][C:13]([C:15]4[N:19]([C:20]5[CH:25]=[CH:24][C:23]([F:26])=[CH:22][C:21]=5[F:27])[N:18]=[CH:17][N:16]=4)=[CH:14][C:10]=3[CH2:9][CH2:8][O:7][C:6]=2[CH:28]=1.ClCCl.[I-].C(OC([N:40]1[CH2:43][CH:42]([Zn+])[CH2:41]1)=O)(C)(C)C.Cl. The catalyst is CN(C)C(=O)C.[Cu]I. The product is [NH:40]1[CH2:43][CH:42]([C:2]2[CH:3]=[CH:4][C:5]3[C:11]4[S:12][C:13]([C:15]5[N:19]([C:20]6[CH:25]=[CH:24][C:23]([F:26])=[CH:22][C:21]=6[F:27])[N:18]=[CH:17][N:16]=5)=[CH:14][C:10]=4[CH2:9][CH2:8][O:7][C:6]=3[CH:28]=2)[CH2:41]1. The yield is 0.0700. (7) The reactants are CO[C:3](=[O:14])[C:4]1[CH:9]=[CH:8][CH:7]=[C:6]([N+:10]([O-:12])=[O:11])[C:5]=1Cl.C([O-])([O-])=O.[Na+].[Na+].[CH3:21][NH:22][CH2:23][CH2:24][NH:25][CH3:26]. The catalyst is C(O)CCC.O. The product is [CH3:21][N:22]1[C:5]2[C:6]([N+:10]([O-:12])=[O:11])=[CH:7][CH:8]=[CH:9][C:4]=2[C:3](=[O:14])[N:25]([CH3:26])[CH2:24][CH2:23]1. The yield is 0.600. (8) The reactants are [F:1][C:2]1[CH:3]=[CH:4][C:5]2[N:9]=[C:8]([C@@H:10]([NH2:13])[CH2:11][CH3:12])[N:7]([C:14]3[CH:19]=[CH:18][CH:17]=[CH:16][N:15]=3)[C:6]=2[CH:20]=1.Cl[C:22]1[N:30]=[CH:29][N:28]=[C:27]2[C:23]=1[N:24]=[CH:25][N:26]2C1CCCCO1.CCN(C(C)C)C(C)C. The catalyst is CC(O)C. The product is [F:1][C:2]1[CH:3]=[CH:4][C:5]2[N:9]=[C:8]([C@@H:10]([NH:13][C:22]3[N:30]=[CH:29][N:28]=[C:27]4[C:23]=3[N:24]=[CH:25][NH:26]4)[CH2:11][CH3:12])[N:7]([C:14]3[CH:19]=[CH:18][CH:17]=[CH:16][N:15]=3)[C:6]=2[CH:20]=1. The yield is 0.630. (9) The reactants are [C:1]([O:5][C:6]([N:8]1[CH2:12][CH2:11][CH2:10][CH:9]1[C:13]1[NH:14][C:15]([C:18]2[CH:31]=[CH:30][C:29]3[C:28]4[C:23](=[CH:24][C:25](Br)=[CH:26][CH:27]=4)[CH2:22][CH2:21][C:20]=3[CH:19]=2)=[CH:16][N:17]=1)=[O:7])([CH3:4])([CH3:3])[CH3:2].[C:33]([O:37][C:38]([N:40]1[CH2:44][CH2:43][CH2:42][CH:41]1[C:45]1[NH:49][C:48]2[CH:50]=[C:51](B3OC(C)(C)C(C)(C)O3)[CH:52]=[CH:53][C:47]=2[N:46]=1)=[O:39])([CH3:36])([CH3:35])[CH3:34].C([O-])(=O)C.[K+]. The catalyst is COCCOC.O.C(OCC)(=O)C.C1C=CC(P(C2C=CC=CC=2)[C-]2C=CC=C2)=CC=1.C1C=CC(P(C2C=CC=CC=2)[C-]2C=CC=C2)=CC=1.Cl[Pd]Cl.[Fe+2].C1C=CC([P]([Pd]([P](C2C=CC=CC=2)(C2C=CC=CC=2)C2C=CC=CC=2)([P](C2C=CC=CC=2)(C2C=CC=CC=2)C2C=CC=CC=2)[P](C2C=CC=CC=2)(C2C=CC=CC=2)C2C=CC=CC=2)(C2C=CC=CC=2)C2C=CC=CC=2)=CC=1. The product is [C:1]([O:5][C:6]([N:8]1[CH2:12][CH2:11][CH2:10][CH:9]1[C:13]1[NH:14][C:15]([C:18]2[CH:31]=[CH:30][C:29]3[C:28]4[C:23](=[CH:24][C:25]([C:51]5[CH:52]=[CH:53][C:47]6[N:46]=[C:45]([CH:41]7[CH2:42][CH2:43][CH2:44][N:40]7[C:38]([O:37][C:33]([CH3:34])([CH3:35])[CH3:36])=[O:39])[NH:49][C:48]=6[CH:50]=5)=[CH:26][CH:27]=4)[CH2:22][CH2:21][C:20]=3[CH:19]=2)=[CH:16][N:17]=1)=[O:7])([CH3:4])([CH3:3])[CH3:2]. The yield is 0.630.